Dataset: Full USPTO retrosynthesis dataset with 1.9M reactions from patents (1976-2016). Task: Predict the reactants needed to synthesize the given product. The reactants are: [F:1][C:2]1[CH:3]=[C:4]([B:8]2[O:12][CH2:11][CH2:10]O2)[CH:5]=[CH:6][CH:7]=1.Br[C:14]1C=[CH:18][C:17]([Cl:20])=[CH:16][C:15]=1COCOC. Given the product [Cl:20][C:17]1[CH:16]=[CH:15][C:14]2[B:8]([C:4]3[CH:5]=[CH:6][CH:7]=[C:2]([F:1])[CH:3]=3)[O:12][CH2:11][C:10]=2[CH:18]=1, predict the reactants needed to synthesize it.